This data is from Reaction yield outcomes from USPTO patents with 853,638 reactions. The task is: Predict the reaction yield, written as a fraction of the theoretical maximum amount of product (1.0 means a 100% yield; for example, 0.34 means a 34% yield). (1) The product is [CH:1]1([CH2:7][CH2:8][C:9]2[CH:10]=[CH:11][C:12]([NH:18][C:19]([C:21]3[CH:26]=[CH:25][C:24]([CH:27]4[CH2:32][CH2:31][CH2:30][CH2:29][CH2:28]4)=[CH:23][CH:22]=3)=[O:20])=[C:13]([CH:17]=2)[C:14]([OH:16])=[O:15])[CH2:6][CH2:5][CH2:4][CH2:3][CH2:2]1. The yield is 0.810. The reactants are [CH:1]1([C:7]#[C:8][C:9]2[CH:10]=[CH:11][C:12]([NH:18][C:19]([C:21]3[CH:26]=[CH:25][C:24]([CH:27]4[CH2:32][CH2:31][CH2:30][CH2:29][CH2:28]4)=[CH:23][CH:22]=3)=[O:20])=[C:13]([CH:17]=2)[C:14]([OH:16])=[O:15])[CH2:6][CH2:5][CH2:4][CH2:3][CH2:2]1. The catalyst is C(O)C.[Pd]. (2) The reactants are [CH3:1][C:2]([C:13]1[CH:18]=[CH:17][C:16]([N+:19]([O-])=O)=[CH:15][CH:14]=1)([CH3:12])[CH2:3][NH:4][C:5](=[O:11])[O:6][C:7]([CH3:10])([CH3:9])[CH3:8].C([O-])=O.[NH4+]. The catalyst is CCO.[Pd]. The product is [CH3:12][C:2]([C:13]1[CH:18]=[CH:17][C:16]([NH2:19])=[CH:15][CH:14]=1)([CH3:1])[CH2:3][NH:4][C:5](=[O:11])[O:6][C:7]([CH3:8])([CH3:9])[CH3:10]. The yield is 0.830. (3) The reactants are [N:1]1([CH2:6][CH2:7][CH2:8][CH2:9][C:10]2[CH:15]=[CH:14][C:13]([OH:16])=[CH:12][CH:11]=2)[CH:5]=[CH:4][N:3]=[N:2]1.[H-].[Na+].Cl[CH2:20][C:21]1[CH:22]=[N:23][CH:24]=[C:25]([C:27]2[CH:32]=[CH:31][C:30]([O:33][C:34]([F:37])([F:36])[F:35])=[CH:29][CH:28]=2)[CH:26]=1.O. The catalyst is CN(C)C=O. The product is [N:1]1([CH2:6][CH2:7][CH2:8][CH2:9][C:10]2[CH:11]=[CH:12][C:13]([O:16][CH2:20][C:21]3[CH:22]=[N:23][CH:24]=[C:25]([C:27]4[CH:28]=[CH:29][C:30]([O:33][C:34]([F:37])([F:35])[F:36])=[CH:31][CH:32]=4)[CH:26]=3)=[CH:14][CH:15]=2)[CH:5]=[CH:4][N:3]=[N:2]1. The yield is 0.490. (4) The reactants are [Br:1][C:2]1[CH:3]=[C:4]([CH:6]=[CH:7][CH:8]=1)[NH2:5].Cl.[C:10](OCC)(=[O:12])C. The catalyst is C(OCC)C. The product is [Br:1][C:2]1[CH:3]=[C:4]([N:5]=[C:10]=[O:12])[CH:6]=[CH:7][CH:8]=1. The yield is 0.870. (5) The reactants are [OH:1][C:2]1[CH:7]=[CH:6][C:5]([C:8]2[CH:13]=[CH:12][C:11]([C:14]#[N:15])=[CH:10][CH:9]=2)=[CH:4][CH:3]=1.[Na+].[I-:17].[OH-].[Na+].S([O-])([O-])(=O)=S.[Na+].[Na+].Cl. The catalyst is CO. The product is [OH:1][C:2]1[CH:3]=[CH:4][C:5]([C:8]2[CH:13]=[CH:12][C:11]([C:14]#[N:15])=[CH:10][CH:9]=2)=[CH:6][C:7]=1[I:17]. The yield is 0.400. (6) The reactants are [OH:1][C:2]1[CH:3]=[CH:4][C:5]([N+:12]([O-:14])=[O:13])=[C:6]([CH:8]([OH:11])[CH:9]=[CH2:10])[CH:7]=1.[I-].[Na+].C(=O)([O-])[O-].[K+].[K+].S(C1C=CC(C)=CC=1)(O[CH2:27][CH2:28][CH2:29][NH:30][C:31]([O:33][C:34]([CH3:37])([CH3:36])[CH3:35])=[O:32])(=O)=O. The catalyst is CN(C)C=O.C(OCC)(=O)C. The product is [C:34]([O:33][C:31]([NH:30][CH2:29][CH2:28][CH2:27][O:1][C:2]1[CH:3]=[CH:4][C:5]([N+:12]([O-:14])=[O:13])=[C:6]([CH:8]([OH:11])[CH:9]=[CH2:10])[CH:7]=1)=[O:32])([CH3:37])([CH3:36])[CH3:35]. The yield is 0.980. (7) The yield is 0.560. The catalyst is C(OCC)C. The reactants are [CH3:1][NH:2][C:3]([C:5]1[C:9]2[CH:10]=[C:11]([O:15][CH:16]([CH3:18])[CH3:17])[C:12]([NH2:14])=[CH:13][C:8]=2[O:7][C:6]=1[C:19]1[CH:24]=[CH:23][C:22]([F:25])=[CH:21][CH:20]=1)=[O:4].[CH2:26](N(CC)CC)C.COS(OC)(=O)=O.O. The product is [CH3:1][NH:2][C:3]([C:5]1[C:9]2[CH:10]=[C:11]([O:15][CH:16]([CH3:18])[CH3:17])[C:12]([NH:14][CH3:26])=[CH:13][C:8]=2[O:7][C:6]=1[C:19]1[CH:20]=[CH:21][C:22]([F:25])=[CH:23][CH:24]=1)=[O:4]. (8) The reactants are [NH2:1][C:2]1[CH:3]=[C:4]([C:8]2[S:12][C:11]([C:13]3[CH:14]=[C:15]4[C:19](=[CH:20][CH:21]=3)[C:18](=[O:22])[N:17]([CH3:23])[CH2:16]4)=[CH:10][CH:9]=2)[CH:5]=[N:6][CH:7]=1.[F:24][C:25]([F:38])([F:37])[O:26][C:27]1[CH:32]=[CH:31][C:30]([S:33](Cl)(=[O:35])=[O:34])=[CH:29][CH:28]=1. No catalyst specified. The product is [CH3:23][N:17]1[CH2:16][C:15]2[C:19](=[CH:20][CH:21]=[C:13]([C:11]3[S:12][C:8]([C:4]4[CH:3]=[C:2]([NH:1][S:33]([C:30]5[CH:29]=[CH:28][C:27]([O:26][C:25]([F:24])([F:37])[F:38])=[CH:32][CH:31]=5)(=[O:35])=[O:34])[CH:7]=[N:6][CH:5]=4)=[CH:9][CH:10]=3)[CH:14]=2)[C:18]1=[O:22]. The yield is 0.410. (9) The reactants are [CH3:1][C:2]1([NH:5][C:6]2[N:11]=[C:10]([S:12][CH3:13])[C:9]([C:14]#[N:15])=[CH:8][N:7]=2)[CH2:4][CH2:3]1.[OH-:16].[Na+].OO. The yield is 0.432. The catalyst is CS(C)=O.C(OCC)(=O)C.O. The product is [CH3:1][C:2]1([NH:5][C:6]2[N:11]=[C:10]([S:12][CH3:13])[C:9]([C:14]([NH2:15])=[O:16])=[CH:8][N:7]=2)[CH2:4][CH2:3]1. (10) The reactants are Br[C:2]1[CH:3]=[C:4]([C:14]([NH:16][CH2:17][C:18]2[C:19](=[O:28])[NH:20][C:21]([CH3:27])=[CH:22][C:23]=2[CH2:24][O:25][CH3:26])=[O:15])[C:5]2[CH:10]=[N:9][N:8]([CH:11]([CH3:13])[CH3:12])[C:6]=2[N:7]=1.[CH3:29][C:30]1([CH3:41])[CH2:35][C:34](B(O)O)=[CH:33][C:32]([CH3:40])([CH3:39])[NH:31]1.C([O-])([O-])=O.[Na+].[Na+]. The catalyst is O1CCOCC1.O.O.C1C=CC([P]([Pd]([P](C2C=CC=CC=2)(C2C=CC=CC=2)C2C=CC=CC=2)([P](C2C=CC=CC=2)(C2C=CC=CC=2)C2C=CC=CC=2)[P](C2C=CC=CC=2)(C2C=CC=CC=2)C2C=CC=CC=2)(C2C=CC=CC=2)C2C=CC=CC=2)=CC=1. The product is [CH:11]([N:8]1[C:6]2[N:7]=[C:2]([C:34]3[CH2:33][C:32]([CH3:40])([CH3:39])[NH:31][C:30]([CH3:41])([CH3:29])[CH:35]=3)[CH:3]=[C:4]([C:14]([NH:16][CH2:17][C:18]3[C:19](=[O:28])[NH:20][C:21]([CH3:27])=[CH:22][C:23]=3[CH2:24][O:25][CH3:26])=[O:15])[C:5]=2[CH:10]=[N:9]1)([CH3:13])[CH3:12]. The yield is 0.440.